Regression. Given a target protein amino acid sequence and a drug SMILES string, predict the binding affinity score between them. We predict pIC50 (pIC50 = -log10(IC50 in M); higher means more potent). Dataset: bindingdb_ic50. From a dataset of Drug-target binding data from BindingDB using IC50 measurements. (1) The small molecule is C[C@]1(Cn2ccnn2)[C@H](C(=O)O)N2C(=O)C[C@H]2S1(=O)=O. The target protein sequence is MSIQHFRVALIPFLAAFCLPVFAHPETLVKVKDAEDQLGARVGYIELDLNSGKILESFRPEERFPMLSTFKVLLCGAVLSRVDAGQEQLGRRIHYSQNDLVEYSPVTEKHLTDGMTVRELCSAAITMSDNTAANLLLTTIGGPKELTAFLHNMGDHVTRLDSREPELNEAIPNDERDTTMPAAMATTLRKLLTGELLTLASRQQLIDWMEADKVAGPLLRSALPAGWFIADKSGAGERGSRGIIAALGPDGKPSRIVVIYTTGSQATMDERDRQIAEIGASLIKHW. The pIC50 is 6.6. (2) The compound is C=C(C)c1cccc(C(C)(C)NC(=O)Nc2cnc3ccccc3c2)c1. The target protein (Q8T6T2) has sequence MGTKNIGKGLTFEDILLVPNYSEVLPREVSLETKLTKNVSLKIPLISSAMDTVTEHLMAVGMARLGGIGIIHKNMDMESQVNEVLKVKNWISNLEKNESTPDQNLDKESTDGKDTKSNNNIDAYSNENLDNKGRLRVGAAIGVNEIERAKLLVEAGVDVIVLDSAHGHSLNIIRTLKEIKSKMNIDVIVGNVVTEEATKELIENGADGIKVGIGPGSICTTRIVAGVGVPQITAIEKCSSVASKFGIPIIADGGIRYSGDIGKALAVGASSVMIGSILAGTEESPGEKELIGDTVYKYYRGMGSVGAMKSGSGDRYFQEKRPENKMVPEGIEGRVKYKGEMEGVVYQLVGGLRSCMGYLGSASIEELWKKSSYVEITTSGLRESHVHDVEIVKEVMNYSK. The pIC50 is 7.2. (3) The drug is COCCNC1=C(C(=N)C2CC2)C(=O)N(c2cc(C)c(=O)n(C)c2)C1c1ccc(Cl)cc1. The target protein (Q15059) has sequence MSTATTVAPAGIPATPGPVNPPPPEVSNPSKPGRKTNQLQYMQNVVVKTLWKHQFAWPFYQPVDAIKLNLPDYHKIIKNPMDMGTIKKRLENNYYWSASECMQDFNTMFTNCYIYNKPTDDIVLMAQALEKIFLQKVAQMPQEEVELLPPAPKGKGRKPAAGAQSAGTQQVAAVSSVSPATPFQSVPPTVSQTPVIAATPVPTITANVTSVPVPPAAAPPPPATPIVPVVPPTPPVVKKKGVKRKADTTTPTTSAITASRSESPPPLSDPKQAKVVARRESGGRPIKPPKKDLEDGEVPQHAGKKGKLSEHLRYCDSILREMLSKKHAAYAWPFYKPVDAEALELHDYHDIIKHPMDLSTVKRKMDGREYPDAQGFAADVRLMFSNCYKYNPPDHEVVAMARKLQDVFEMRFAKMPDEPVEAPALPAPAAPMVSKGAESSRSSEESSSDSGSSDSEEERATRLAELQEQLKAVHEQLAALSQAPVNKPKKKKEKKEKEKK.... The pIC50 is 7.9.